From a dataset of Buchwald-Hartwig C-N cross coupling reaction yields with 55,370 reactions. Predict the reaction yield, written as a fraction of the theoretical maximum amount of product (1.0 means a 100% yield; for example, 0.34 means a 34% yield). (1) The reactants are CCc1ccc(Cl)cc1.Cc1ccc(N)cc1.O=S(=O)(O[Pd]1c2ccccc2-c2ccccc2N~1)C(F)(F)F.CC(C)c1cc(C(C)C)c(-c2ccccc2P(C2CCCCC2)C2CCCCC2)c(C(C)C)c1.CN(C)C(=NC(C)(C)C)N(C)C.CCOC(=O)c1cc(OC)no1. No catalyst specified. The product is CCc1ccc(Nc2ccc(C)cc2)cc1. The yield is 0.0119. (2) The reactants are CCc1ccc(I)cc1.Cc1ccc(N)cc1.O=S(=O)(O[Pd]1c2ccccc2-c2ccccc2N~1)C(F)(F)F.CC(C)c1cc(C(C)C)c(-c2ccccc2P(C(C)(C)C)C(C)(C)C)c(C(C)C)c1.CN(C)C(=NC(C)(C)C)N(C)C.c1ccc(CN(Cc2ccccc2)c2ccno2)cc1. No catalyst specified. The product is CCc1ccc(Nc2ccc(C)cc2)cc1. The yield is 0.570. (3) The reactants are FC(F)(F)c1ccc(Br)cc1.Cc1ccc(N)cc1.O=S(=O)(O[Pd]1c2ccccc2-c2ccccc2N~1)C(F)(F)F.COc1ccc(OC)c(P(C(C)(C)C)C(C)(C)C)c1-c1c(C(C)C)cc(C(C)C)cc1C(C)C.CCN=P(N=P(N(C)C)(N(C)C)N(C)C)(N(C)C)N(C)C.c1ccc(-c2ccno2)cc1. No catalyst specified. The product is Cc1ccc(Nc2ccc(C(F)(F)F)cc2)cc1. The yield is 0.0971. (4) The reactants are COc1ccc(Br)cc1.Cc1ccc(N)cc1.O=S(=O)(O[Pd]1c2ccccc2-c2ccccc2N~1)C(F)(F)F.CC(C)c1cc(C(C)C)c(-c2ccccc2P(C(C)(C)C)C(C)(C)C)c(C(C)C)c1.CN(C)C(=NC(C)(C)C)N(C)C.c1ccc(-c2cnoc2)cc1. No catalyst specified. The product is COc1ccc(Nc2ccc(C)cc2)cc1. The yield is 0.473. (5) The reactants are Brc1ccccn1.Cc1ccc(N)cc1.O=S(=O)(O[Pd]1c2ccccc2-c2ccccc2N~1)C(F)(F)F.COc1ccc(OC)c(P(C(C)(C)C)C(C)(C)C)c1-c1c(C(C)C)cc(C(C)C)cc1C(C)C.CCN=P(N=P(N(C)C)(N(C)C)N(C)C)(N(C)C)N(C)C.CCOC(=O)c1ccon1. No catalyst specified. The product is Cc1ccc(Nc2ccccn2)cc1. The yield is 0.0215. (6) The reactants are COc1ccc(Br)cc1.Cc1ccc(N)cc1.O=S(=O)(O[Pd]1c2ccccc2-c2ccccc2N~1)C(F)(F)F.COc1ccc(OC)c(P([C@]23C[C@H]4C[C@H](C[C@H](C4)C2)C3)[C@]23C[C@H]4C[C@H](C[C@H](C4)C2)C3)c1-c1c(C(C)C)cc(C(C)C)cc1C(C)C.CN1CCCN2CCCN=C12.c1ccc(CN(Cc2ccccc2)c2ccno2)cc1. No catalyst specified. The product is COc1ccc(Nc2ccc(C)cc2)cc1. The yield is 0.204.